From a dataset of Forward reaction prediction with 1.9M reactions from USPTO patents (1976-2016). Predict the product of the given reaction. Given the reactants [CH2:1]([N:3]([CH2:17][CH3:18])[CH2:4][C:5]([NH:7][C:8]1[CH:13]=[CH:12][CH:11]=[C:10]([N+:14]([O-])=O)[CH:9]=1)=[O:6])[CH3:2], predict the reaction product. The product is: [NH2:14][C:10]1[CH:9]=[C:8]([NH:7][C:5](=[O:6])[CH2:4][N:3]([CH2:17][CH3:18])[CH2:1][CH3:2])[CH:13]=[CH:12][CH:11]=1.